This data is from Catalyst prediction with 721,799 reactions and 888 catalyst types from USPTO. The task is: Predict which catalyst facilitates the given reaction. (1) Reactant: C([O:5][C:6](=[O:33])[CH2:7][O:8][CH2:9][CH2:10][O:11][C:12]1[CH:13]=[CH:14][C:15]2[N:19]=[C:18]([C:20]3[CH:25]=[CH:24][CH:23]=[CH:22][CH:21]=3)[N:17]([C:26]3[CH:31]=[CH:30][CH:29]=[CH:28][CH:27]=3)[C:16]=2[CH:32]=1)(C)(C)C. Product: [C:26]1([N:17]2[C:16]3[CH:32]=[C:12]([O:11][CH2:10][CH2:9][O:8][CH2:7][C:6]([OH:33])=[O:5])[CH:13]=[CH:14][C:15]=3[N:19]=[C:18]2[C:20]2[CH:21]=[CH:22][CH:23]=[CH:24][CH:25]=2)[CH:27]=[CH:28][CH:29]=[CH:30][CH:31]=1. The catalyst class is: 574. (2) Reactant: Cl[C:2]1[N:7]=[CH:6][N:5]([CH2:8][C:9]2[CH:14]=[CH:13][C:12]([Cl:15])=[CH:11][CH:10]=2)[C:4](=[O:16])[N:3]=1.C(=O)([O-])[O-].[K+].[K+].[F:23][C:24]1[CH:29]=[CH:28][C:27]([N:30]2[CH2:35][CH2:34][CH:33]([NH2:36])[CH2:32][CH2:31]2)=[CH:26][CH:25]=1. Product: [Cl:15][C:12]1[CH:13]=[CH:14][C:9]([CH2:8][N:5]2[CH:6]=[N:7][C:2]([NH:36][CH:33]3[CH2:34][CH2:35][N:30]([C:27]4[CH:28]=[CH:29][C:24]([F:23])=[CH:25][CH:26]=4)[CH2:31][CH2:32]3)=[N:3][C:4]2=[O:16])=[CH:10][CH:11]=1. The catalyst class is: 146. (3) Reactant: [O:1]1[CH:7]2[CH:2]1CC(CC[Si](OC)(OC)OC)[CH2:5][CH2:6]2.COC([SiH3])(OC)OC.C1([Si](OC)(OC)OC)C=CC=CC=1.[C:38](O)(=O)[C:39]([OH:41])=[O:40]. Product: [C:39]([O:41][CH:6]([CH3:5])[CH2:7][O:1][CH3:2])(=[O:40])[CH3:38]. The catalyst class is: 24. (4) Reactant: Cl.[NH2:2][C@@H:3]1[C@H:8]2[CH2:9][C@H:5]([CH2:6][CH2:7]2)[C@@H:4]1[C:10]([O:12][CH3:13])=[O:11].C([O-])(=O)C.[Na+].[F:19][C:20]1[CH:27]=[CH:26][C:23]([CH:24]=O)=[CH:22][CH:21]=1.C([BH3-])#N.[Na+].C(=O)(O)[O-].[Na+]. Product: [F:19][C:20]1[CH:27]=[CH:26][C:23]([CH2:24][NH:2][C@@H:3]2[C@H:8]3[CH2:9][C@H:5]([CH2:6][CH2:7]3)[C@@H:4]2[C:10]([O:12][CH3:13])=[O:11])=[CH:22][CH:21]=1. The catalyst class is: 125. (5) Reactant: [F:1][C:2]1[CH:7]=[C:6]([N+:8]([O-:10])=[O:9])[CH:5]=[CH:4][C:3]=1[N:11]1[CH2:16][CH2:15]S[CH2:13][CH2:12]1.O[O:18][S:19]([O-:21])=O.[K+]. Product: [F:1][C:2]1[CH:7]=[C:6]([N+:8]([O-:10])=[O:9])[CH:5]=[CH:4][C:3]=1[N:11]1[CH2:16][CH2:15][S:19](=[O:21])(=[O:18])[CH2:13][CH2:12]1. The catalyst class is: 24. (6) Reactant: [PH4+].[C:2]1([CH3:8])[CH:7]=[CH:6][CH:5]=[CH:4][CH:3]=1.[C:9](=[O:12])([O-])[O-:10].[K+].[K+].[CH:15](=O)/[CH:16]=C/C. Product: [C:9]([O:10][CH2:15][CH3:16])(=[O:12])[CH2:3][CH2:4][CH:5]=[CH:6][CH:7]=[CH:2][CH3:8]. The catalyst class is: 6. (7) Reactant: [F:1][C:2]([F:15])([CH2:8][C:9]1[CH:14]=[CH:13][CH:12]=[CH:11][CH:10]=1)[C:3](OCC)=[O:4].[BH4-].[Na+].O. Product: [F:1][C:2]([F:15])([CH2:8][C:9]1[CH:14]=[CH:13][CH:12]=[CH:11][CH:10]=1)[CH2:3][OH:4]. The catalyst class is: 125. (8) Reactant: [CH2:1]([O:3][C:4]1[CH:13]=[CH:12][CH:11]=[CH:10][C:5]=1[O:6][CH:7]([OH:9])[CH3:8])[CH3:2].[CH3:14][S:15](Cl)(=[O:17])=[O:16]. Product: [CH2:1]([O:3][C:4]1[CH:13]=[CH:12][CH:11]=[CH:10][C:5]=1[O:6][CH:7]([OH:9])[CH3:8])[CH3:2].[CH3:14][S:15]([O-:17])(=[O:3])=[O:16]. The catalyst class is: 17. (9) Reactant: [CH3:1][C:2]1[CH:6]=[CH:5][S:4][C:3]=1[C:7]1[O:8][C:9]2[C:10](=[C:12]([C:16]([OH:18])=O)[CH:13]=[CH:14][CH:15]=2)[N:11]=1.Cl.Cl.[NH2:21][CH:22]1[CH2:29][CH:28]2[N:30]([CH3:31])[CH:24]([CH2:25][CH2:26][CH2:27]2)[CH2:23]1.Cl.C(N=C=NCCCN(C)C)C.ON1C2C=CC=CC=2N=N1.C(N(CC)CC)C. Product: [CH3:31][N:30]1[CH:24]2[CH2:25][CH2:26][CH2:27][CH:28]1[CH2:29][CH:22]([NH:21][C:16]([C:12]1[CH:13]=[CH:14][CH:15]=[C:9]3[O:8][C:7]([C:3]4[S:4][CH:5]=[CH:6][C:2]=4[CH3:1])=[N:11][C:10]=13)=[O:18])[CH2:23]2. The catalyst class is: 174.